This data is from Full USPTO retrosynthesis dataset with 1.9M reactions from patents (1976-2016). The task is: Predict the reactants needed to synthesize the given product. (1) Given the product [F:1][C:2]([F:4])([F:3])[S:5]([O:8][CH2:22][CH:20]1[CH2:19][O:18][C:17]([CH3:24])([CH3:16])[O:21]1)(=[O:7])=[O:6], predict the reactants needed to synthesize it. The reactants are: [F:1][C:2]([S:5]([O:8]S(C(F)(F)F)(=O)=O)(=[O:7])=[O:6])([F:4])[F:3].[CH3:16][C:17]1([CH3:24])[O:21][CH:20]([CH2:22]O)[CH2:19][O:18]1.N1C(C)=CC=CC=1C. (2) The reactants are: C([O:8][C:9](=[O:23])[C@H:10]([CH:20]([CH3:22])[CH3:21])[NH:11][C:12]([N:14]1[CH2:19][CH2:18][O:17][CH2:16][CH2:15]1)=[O:13])C1C=CC=CC=1.[H][H]. Given the product [O:17]1[CH2:18][CH2:19][N:14]([C:12]([NH:11][C@H:10]([C:9]([OH:23])=[O:8])[CH:20]([CH3:22])[CH3:21])=[O:13])[CH2:15][CH2:16]1, predict the reactants needed to synthesize it. (3) Given the product [C:19]([O:23][C:24]([N:26]1[CH2:31][CH2:30][N:29]([C:2]2[CH:7]=[CH:6][N:5]=[C:4]([NH2:8])[C:3]=2[N+:9]([O-:12])=[O:10])[CH2:28][CH2:27]1)=[O:25])([CH3:22])([CH3:20])[CH3:21], predict the reactants needed to synthesize it. The reactants are: Cl[C:2]1[CH:7]=[CH:6][N:5]=[C:4]([NH2:8])[CH:3]=1.[N+:9]([O-:12])(O)=[O:10].C([O-])([O-])=O.[Na+].[Na+].[C:19]([O:23][C:24]([N:26]1[CH2:31][CH2:30][NH:29][CH2:28][CH2:27]1)=[O:25])([CH3:22])([CH3:21])[CH3:20].CCN(C(C)C)C(C)C.